From a dataset of Hepatocyte clearance measurements from AstraZeneca. Regression/Classification. Given a drug SMILES string, predict its absorption, distribution, metabolism, or excretion properties. Task type varies by dataset: regression for continuous measurements (e.g., permeability, clearance, half-life) or binary classification for categorical outcomes (e.g., BBB penetration, CYP inhibition). For this dataset (clearance_hepatocyte_az), we predict log10(clearance) (log10 of the in vitro intrinsic clearance, CLint, in uL/min per 10^6 hepatocytes; values are censored to the assay range of 3 to 150, which is 0.477 to 2.18 on this log10 scale). (1) The molecule is CCOc1nc2cccc(C(=O)O)c2n1Cc1ccc(-c2ccccc2-c2nnn[nH]2)cc1. The log10(clearance) is 0.480. (2) The drug is Cc1cc(CC(=O)O)n(C)c1C(=O)c1ccc(Cl)cc1. The log10(clearance) is 0.480. (3) The log10(clearance) is 1.82. The compound is C[C@@](C(=O)O[C@H]1C[N+]2(CCCc3cncnc3)CCC1CC2)(c1ccccc1)N1CCCCC1. (4) The compound is C[C@@H](c1ccc(-c2ccc(F)cc2F)cc1)N1CC[C@](CCO)(c2ccc(F)cc2)OC1=O. The log10(clearance) is 0.480. (5) The compound is CC(C)=CCC[N+]12CCC(CC1)[C@@H](OC(=O)[C@](C)(c1ccccc1)N1CCCCC1)C2. The log10(clearance) is 2.00. (6) The molecule is CNCC[C@@H](Oc1cc(OC)ccc1C#N)c1ccccc1. The log10(clearance) is 2.15.